From a dataset of Catalyst prediction with 721,799 reactions and 888 catalyst types from USPTO. Predict which catalyst facilitates the given reaction. Reactant: [F:1][C:2]1[C:7]([C:8]2[CH2:13][CH2:12][CH2:11][C:10](=[O:14])[CH:9]=2)=[CH:6][CH:5]=[CH:4][N:3]=1. Product: [F:1][C:2]1[C:7]([C@H:8]2[CH2:13][CH2:12][CH2:11][C@H:10]([OH:14])[CH2:9]2)=[CH:6][CH:5]=[CH:4][N:3]=1. The catalyst class is: 1.